From a dataset of Catalyst prediction with 721,799 reactions and 888 catalyst types from USPTO. Predict which catalyst facilitates the given reaction. Reactant: ClC1C=CC(S(Cl)(=O)=O)=CC=1[N+]([O-])=O.COC1C=CC=CC=1N.Cl[C:25]1[CH:30]=[CH:29][C:28]([S:31]([NH:34][C:35]2[CH:40]=[CH:39][CH:38]=[CH:37][C:36]=2[O:41][CH3:42])(=[O:33])=[O:32])=[CH:27][C:26]=1[N+:43]([O-:45])=[O:44].[NH:46]1[CH2:51][CH2:50][NH:49][CH2:48][CH2:47]1. Product: [CH3:42][O:41][C:36]1[CH:37]=[CH:38][CH:39]=[CH:40][C:35]=1[NH:34][S:31]([C:28]1[CH:29]=[CH:30][C:25]([N:46]2[CH2:51][CH2:50][NH:49][CH2:48][CH2:47]2)=[C:26]([N+:43]([O-:45])=[O:44])[CH:27]=1)(=[O:33])=[O:32]. The catalyst class is: 17.